This data is from Catalyst prediction with 721,799 reactions and 888 catalyst types from USPTO. The task is: Predict which catalyst facilitates the given reaction. (1) Reactant: [Cl:1][C:2]1[C:3]([C:18]([F:21])([F:20])[F:19])=[N:4][N:5]([C:10]2[CH:16]=[CH:15][C:13]([NH2:14])=[CH:12][C:11]=2F)[C:6]=1[CH:7]1[CH2:9][CH2:8]1.C([O:26][C:27](=O)[CH2:28][C:29]([CH3:31])=[O:30])(C)(C)C. Product: [Cl:1][C:2]1[C:3]([C:18]([F:21])([F:20])[F:19])=[N:4][N:5]([C:10]2[CH:16]=[CH:15][C:13]([NH:14][C:27](=[O:26])[CH2:28][C:29](=[O:30])[CH3:31])=[CH:12][CH:11]=2)[C:6]=1[CH:7]1[CH2:9][CH2:8]1. The catalyst class is: 113. (2) Reactant: [CH2:1]([NH:5][NH:6][C:7]([C@@H:9]1[CH2:13][C@@H:12]([S:14][CH2:15][C:16]2[CH:21]=[CH:20][C:19]([O:22][CH3:23])=[CH:18][CH:17]=2)[CH2:11][N:10]1[S:24]([C:27]1[CH:36]=[CH:35][C:34]2[C:29](=[CH:30][CH:31]=[CH:32][CH:33]=2)[CH:28]=1)(=[O:26])=[O:25])=[O:8])[CH:2]([CH3:4])[CH3:3].C(N(C(C)C)C(C)C)C.[C:46]1([CH3:56])[CH:51]=[CH:50][C:49]([S:52](Cl)(=[O:54])=[O:53])=[CH:48][CH:47]=1.CNCC(O[K])=O.OS([O-])(=O)=O.[K+]. Product: [CH2:1]([N:5]([S:52]([C:49]1[CH:50]=[CH:51][C:46]([CH3:56])=[CH:47][CH:48]=1)(=[O:54])=[O:53])[NH:6][C:7]([C@@H:9]1[CH2:13][C@@H:12]([S:14][CH2:15][C:16]2[CH:17]=[CH:18][C:19]([O:22][CH3:23])=[CH:20][CH:21]=2)[CH2:11][N:10]1[S:24]([C:27]1[CH:36]=[CH:35][C:34]2[C:29](=[CH:30][CH:31]=[CH:32][CH:33]=2)[CH:28]=1)(=[O:26])=[O:25])=[O:8])[CH:2]([CH3:4])[CH3:3]. The catalyst class is: 64. (3) Reactant: P(=O)(O)(O)O.[Br:6][C:7]1[CH:12]=[CH:11][C:10]([S:13][CH2:14][CH:15](OCC)OCC)=[CH:9][CH:8]=1. Product: [Br:6][C:7]1[CH:8]=[CH:9][C:10]2[S:13][CH:14]=[CH:15][C:11]=2[CH:12]=1. The catalyst class is: 159.